The task is: Predict the product of the given reaction.. This data is from Forward reaction prediction with 1.9M reactions from USPTO patents (1976-2016). (1) Given the reactants [CH2:1]([O:8][C:9]1[CH:16]=[CH:15][C:12]([CH:13]=[O:14])=[C:11]([O:17][C:18]2[C:27]3[C:22](=[CH:23][C:24]([O:30][CH3:31])=[C:25]([O:28][CH3:29])[CH:26]=3)[N:21]=[CH:20][CH:19]=2)[CH:10]=1)[C:2]1[CH:7]=[CH:6][CH:5]=[CH:4][CH:3]=1.[CH2:32]([Mg]Br)[CH3:33].O, predict the reaction product. The product is: [CH2:1]([O:8][C:9]1[CH:16]=[CH:15][C:12]([CH:13]([OH:14])[CH2:32][CH3:33])=[C:11]([O:17][C:18]2[C:27]3[C:22](=[CH:23][C:24]([O:30][CH3:31])=[C:25]([O:28][CH3:29])[CH:26]=3)[N:21]=[CH:20][CH:19]=2)[CH:10]=1)[C:2]1[CH:3]=[CH:4][CH:5]=[CH:6][CH:7]=1. (2) Given the reactants Cl.[N:2]1([CH2:7][C:8]([OH:10])=O)[CH:6]=[CH:5][N:4]=[N:3]1.[F:11][C:12]1[CH:40]=[CH:39][C:15]([O:16][C:17]2[CH:22]=[CH:21][C:20]([NH:23][C:24]([C@@H:26]3[CH2:30][C@@H:29]([CH2:31][C:32]4[CH:37]=[CH:36][C:35]([CH3:38])=[CH:34][CH:33]=4)[CH2:28][NH:27]3)=[O:25])=[CH:19][CH:18]=2)=[CH:14][CH:13]=1, predict the reaction product. The product is: [N:2]1([CH2:7][C:8]([CH:28]2[NH:27][C@H:26]([C:24]([NH:23][C:20]3[CH:19]=[CH:18][C:17]([O:16][C:15]4[CH:39]=[CH:40][C:12]([F:11])=[CH:13][CH:14]=4)=[CH:22][CH:21]=3)=[O:25])[CH2:30][C@H:29]2[CH2:31][C:32]2[CH:33]=[CH:34][C:35]([CH3:38])=[CH:36][CH:37]=2)=[O:10])[CH:6]=[CH:5][N:4]=[N:3]1. (3) The product is: [F:1][C:2]1[CH:8]=[C:7]([N+:9]([O-:11])=[O:10])[CH:6]=[CH:5][C:3]=1[N:4]=[CH:14][N:15]([CH3:17])[CH3:16]. Given the reactants [F:1][C:2]1[CH:8]=[C:7]([N+:9]([O-:11])=[O:10])[CH:6]=[CH:5][C:3]=1[NH2:4].CO[CH:14](OC)[N:15]([CH3:17])[CH3:16].O, predict the reaction product. (4) Given the reactants [C@H:1]12[CH2:23][C@H:4]([N:5]([C:7]([C:9]3[N:13]4[CH:14]=[C:15]([C:19]([F:22])([F:21])[F:20])[CH:16]=[C:17](Cl)[C:12]4=[N:11][N:10]=3)=[O:8])[CH2:6]1)[CH2:3][O:2]2.CC1(C)C(C)(C)OB([C:32]2[O:36][C:35]([Si](C(C)C)(C(C)C)C(C)C)=[N:34][CH:33]=2)O1.C(=O)([O-])[O-].[K+].[K+], predict the reaction product. The product is: [C@H:1]12[CH2:23][C@H:4]([N:5]([C:7]([C:9]3[N:13]4[CH:14]=[C:15]([C:19]([F:22])([F:21])[F:20])[CH:16]=[C:17]([C:32]5[O:36][CH:35]=[N:34][CH:33]=5)[C:12]4=[N:11][N:10]=3)=[O:8])[CH2:6]1)[CH2:3][O:2]2.